Dataset: Full USPTO retrosynthesis dataset with 1.9M reactions from patents (1976-2016). Task: Predict the reactants needed to synthesize the given product. (1) Given the product [CH2:10]([N:17]1[CH2:22][CH2:21][N:20]([C:3](=[O:5])[C@H:2]([OH:1])[CH2:6][CH:7]([CH3:9])[CH3:8])[CH2:19][CH2:18]1)[C:11]1[CH:12]=[CH:13][CH:14]=[CH:15][CH:16]=1, predict the reactants needed to synthesize it. The reactants are: [OH:1][C@H:2]([CH2:6][CH:7]([CH3:9])[CH3:8])[C:3]([OH:5])=O.[CH2:10]([N:17]1[CH2:22][CH2:21][NH:20][CH2:19][CH2:18]1)[C:11]1[CH:16]=[CH:15][CH:14]=[CH:13][CH:12]=1.CCN(CC)CC.C1C=CC2N(O)N=NC=2C=1.CCN=C=NCCCN(C)C.Cl. (2) Given the product [CH2:1]([C@:3]12[C:4]3[C:9](=[CH:8][C:7]([O:19][CH3:20])=[CH:6][CH:5]=3)[CH2:10][CH2:11][C:17]1=[CH:15][C:12](=[O:16])[CH2:13][CH2:14]2)[CH3:2], predict the reactants needed to synthesize it. The reactants are: [CH2:1]([C:3]12[C:17](=O)[CH:11]([C:12]([OH:16])([CH3:15])[CH2:13][CH2:14]1)[CH2:10][C:9]1[C:4]2=[CH:5][CH:6]=[C:7]([O:19][CH3:20])[CH:8]=1)[CH3:2].C[O-].[Na+].C(O)(=O)C.